This data is from Full USPTO retrosynthesis dataset with 1.9M reactions from patents (1976-2016). The task is: Predict the reactants needed to synthesize the given product. Given the product [CH3:26][C@@:11]([S:22]([CH3:25])(=[O:23])=[O:24])([CH2:10][CH2:9][C:6]1[CH:5]=[C:4]([CH2:3][CH:2]([O:1][S:30]([CH3:29])(=[O:32])=[O:31])[CH2:27][CH3:28])[O:8][N:7]=1)[C:12]([O:14][CH2:15][C:16]1[CH:21]=[CH:20][CH:19]=[CH:18][CH:17]=1)=[O:13], predict the reactants needed to synthesize it. The reactants are: [OH:1][CH:2]([CH2:27][CH3:28])[CH2:3][C:4]1[O:8][N:7]=[C:6]([CH2:9][CH2:10][C@@:11]([CH3:26])([S:22]([CH3:25])(=[O:24])=[O:23])[C:12]([O:14][CH2:15][C:16]2[CH:21]=[CH:20][CH:19]=[CH:18][CH:17]=2)=[O:13])[CH:5]=1.[CH3:29][S:30](Cl)(=[O:32])=[O:31].